Dataset: Plasma protein binding rate (PPBR) regression data from AstraZeneca. Task: Regression/Classification. Given a drug SMILES string, predict its absorption, distribution, metabolism, or excretion properties. Task type varies by dataset: regression for continuous measurements (e.g., permeability, clearance, half-life) or binary classification for categorical outcomes (e.g., BBB penetration, CYP inhibition). For this dataset (ppbr_az), we predict Y. (1) The compound is CCNC(=O)[C@H]1O[C@@H](n2cnc3c(N)nc(NCCc4ccc(CCC(=O)O)cc4)nc32)[C@H](O)[C@@H]1O. The Y is 58.0 %. (2) The drug is COc1ccc(-c2nc3c(NCCCNC(=O)c4cccnc4)c(Br)cnc3[nH]2)cc1. The Y is 98.7 %. (3) The drug is COc1ccc(C2(c3cccc(-c4cncnc4)c3)N=C(C)C(N)=N2)cc1C. The Y is 93.8 %. (4) The molecule is COc1ccc(C2(c3cccc(-c4cncnc4)c3)N=C(N)c3c(F)cccc32)cc1. The Y is 97.3 %. (5) The Y is 44.8 %. The molecule is CN[C@@H](C)C(=O)N[C@H](C(=O)N[C@H]1CCCN(C(=O)c2ccccc2)C1)C1CCCCC1.